From a dataset of Peptide-MHC class I binding affinity with 185,985 pairs from IEDB/IMGT. Regression. Given a peptide amino acid sequence and an MHC pseudo amino acid sequence, predict their binding affinity value. This is MHC class I binding data. (1) The peptide sequence is STYQFSLMQ. The MHC is HLA-B18:01 with pseudo-sequence HLA-B18:01. The binding affinity (normalized) is 0.0847. (2) The peptide sequence is VSTAPTGSW. The MHC is HLA-B39:01 with pseudo-sequence HLA-B39:01. The binding affinity (normalized) is 0.213. (3) The peptide sequence is RMLIDFREL. The MHC is Mamu-A11 with pseudo-sequence Mamu-A11. The binding affinity (normalized) is 0.525. (4) The peptide sequence is KVFPYALINK. The MHC is HLA-B40:01 with pseudo-sequence HLA-B40:01. The binding affinity (normalized) is 0.